This data is from Full USPTO retrosynthesis dataset with 1.9M reactions from patents (1976-2016). The task is: Predict the reactants needed to synthesize the given product. (1) Given the product [CH3:1][O:2][C:3]([C:5]1([C:11]2[CH:16]=[C:15]([F:17])[CH:14]=[C:13]([O:18][CH2:19][C:20]3[CH:29]=[C:28]4[C:23]([C:24]([Cl:32])=[CH:25][C:26]5[N:27]4[CH:33]=[N:31][N:30]=5)=[CH:22][CH:21]=3)[CH:12]=2)[CH2:6][CH2:7][O:8][CH2:9][CH2:10]1)=[O:4], predict the reactants needed to synthesize it. The reactants are: [CH3:1][O:2][C:3]([C:5]1([C:11]2[CH:16]=[C:15]([F:17])[CH:14]=[C:13]([O:18][CH2:19][C:20]3[CH:29]=[C:28]4[C:23]([C:24]([Cl:32])=[CH:25][C:26]([NH:30][NH2:31])=[N:27]4)=[CH:22][CH:21]=3)[CH:12]=2)[CH2:10][CH2:9][O:8][CH2:7][CH2:6]1)=[O:4].[CH:33](OCC)(OCC)OCC. (2) Given the product [F:1][C:2]1[CH:7]=[C:6]([CH:8]2[CH2:9][CH2:10][CH:11]([CH:14]3[CH2:19][CH2:18][CH:17]([CH2:20][CH2:21][CH2:22][CH2:23][CH3:24])[CH2:16][CH2:15]3)[CH2:12][CH2:13]2)[CH:5]=[CH:4][C:3]=1[C:25]1[CH2:34][CH2:33][C:28]2([O:29][CH2:30][CH2:31][O:32]2)[CH2:27][CH:26]=1, predict the reactants needed to synthesize it. The reactants are: [F:1][C:2]1[CH:7]=[C:6]([CH:8]2[CH2:13][CH2:12][CH:11]([CH:14]3[CH2:19][CH2:18][CH:17]([CH2:20][CH2:21][CH2:22][CH2:23][CH3:24])[CH2:16][CH2:15]3)[CH2:10][CH2:9]2)[CH:5]=[CH:4][C:3]=1[C:25]1(O)[CH2:34][CH2:33][C:28]2([O:32][CH2:31][CH2:30][O:29]2)[CH2:27][CH2:26]1.O.C1(C)C=CC(S(O)(=O)=O)=CC=1.C1(C)C=CC=CC=1. (3) Given the product [C:23]1([S:29]([N:3]2[C:11]3[CH:10]=[CH:9][CH:8]=[C:7]4[CH2:12][NH:13][CH2:14][CH2:15][C:5]([C:6]=34)=[CH:4]2)(=[O:31])=[O:30])[CH:28]=[CH:27][CH:26]=[CH:25][CH:24]=1, predict the reactants needed to synthesize it. The reactants are: [H-].[Na+].[NH:3]1[C:11]2[CH:10]=[CH:9][CH:8]=[C:7]3[CH2:12][N:13](C(OC(C)(C)C)=O)[CH2:14][CH2:15][C:5]([C:6]=23)=[CH:4]1.[C:23]1([S:29](Cl)(=[O:31])=[O:30])[CH:28]=[CH:27][CH:26]=[CH:25][CH:24]=1. (4) Given the product [CH3:1][C:2]1[CH:3]=[C:4]([CH:29]=[O:32])[C:5]([CH2:21][O:22][CH:23]2[CH2:28][CH2:27][CH2:26][CH2:25][O:24]2)=[C:6]2[C:10]=1[N:9]([S:11]([C:14]1[CH:15]=[CH:16][C:17]([CH3:18])=[CH:19][CH:20]=1)(=[O:13])=[O:12])[CH:8]=[CH:7]2, predict the reactants needed to synthesize it. The reactants are: [CH3:1][C:2]1[CH:3]=[C:4]([CH:29]([OH:32])CO)[C:5]([CH2:21][O:22][CH:23]2[CH2:28][CH2:27][CH2:26][CH2:25][O:24]2)=[C:6]2[C:10]=1[N:9]([S:11]([C:14]1[CH:20]=[CH:19][C:17]([CH3:18])=[CH:16][CH:15]=1)(=[O:13])=[O:12])[CH:8]=[CH:7]2.O.